Dataset: Reaction yield outcomes from USPTO patents with 853,638 reactions. Task: Predict the reaction yield, written as a fraction of the theoretical maximum amount of product (1.0 means a 100% yield; for example, 0.34 means a 34% yield). (1) The reactants are Br[C:2]1[CH:20]=[CH:19][CH:18]=[C:17]([Cl:21])[C:3]=1[CH2:4][CH:5]1[CH2:9][CH2:8][N:7]([CH:10]2[CH2:15][CH2:14][CH2:13][CH2:12][CH2:11]2)[C:6]1=[O:16].B1(B2OCC(C)(C)CO2)OCC(C)(C)C[O:23]1.CC([O-])=O.[K+].C[N+]1([O-])CCOCC1.S(=O)(O)[O-].[Na+]. The catalyst is C1COCC1.C1C=CC(P(C2C=CC=CC=2)[C-]2C=CC=C2)=CC=1.C1C=CC(P(C2C=CC=CC=2)[C-]2C=CC=C2)=CC=1.Cl[Pd]Cl.[Fe+2]. The product is [Cl:21][C:17]1[CH:18]=[CH:19][CH:20]=[C:2]([OH:23])[C:3]=1[CH2:4][CH:5]1[CH2:9][CH2:8][N:7]([CH:10]2[CH2:15][CH2:14][CH2:13][CH2:12][CH2:11]2)[C:6]1=[O:16]. The yield is 0.270. (2) The reactants are [CH3:1][O:2][C@H:3]([CH3:9])[C@@H:4]([C:6]([OH:8])=[O:7])[NH2:5].[OH-].[Na+].Cl[C:13]([O:15][CH3:16])=[O:14].Cl. The catalyst is O. The product is [CH3:1][O:2][C@H:3]([CH3:9])[C@H:4]([NH:5][C:13]([O:15][CH3:16])=[O:14])[C:6]([OH:8])=[O:7]. The yield is 0.970. (3) The yield is 0.950. The product is [Br:1][C:2]1[C:3]([F:23])=[CH:4][C:5]([C:20](=[O:21])[NH2:34])=[C:6]2[C:14]=1[C:13]1[CH:12]=[CH:11][C:10]([C:15]([O:17][CH2:18][CH3:19])=[O:16])=[CH:9][C:8]=1[NH:7]2. The catalyst is C1COCC1.C(Cl)Cl.CCOC(C)=O. The reactants are [Br:1][C:2]1[C:14]2[C:13]3[C:8](=[CH:9][C:10]([C:15]([O:17][CH2:18][CH3:19])=[O:16])=[CH:11][CH:12]=3)[NH:7][C:6]=2[C:5]([C:20](O)=[O:21])=[CH:4][C:3]=1[F:23].C(Cl)CCl.C1C=CC2N(O)N=[N:34]C=2C=1.[OH-].[NH4+]. (4) The reactants are I[C:2]1[CH:3]=[C:4]([N+:11]([O-:13])=[O:12])[C:5]([NH2:10])=[N:6][C:7]=1[O:8][CH3:9].[CH3:14]B1OB(C)OB(C)O1.C(=O)([O-])[O-].[Cs+].[Cs+].CN(C)C=O. The catalyst is C(OCC)(=O)C.O.C1C=CC([P]([Pd]([P](C2C=CC=CC=2)(C2C=CC=CC=2)C2C=CC=CC=2)([P](C2C=CC=CC=2)(C2C=CC=CC=2)C2C=CC=CC=2)[P](C2C=CC=CC=2)(C2C=CC=CC=2)C2C=CC=CC=2)(C2C=CC=CC=2)C2C=CC=CC=2)=CC=1. The product is [CH3:9][O:8][C:7]1[N:6]=[C:5]([NH2:10])[C:4]([N+:11]([O-:13])=[O:12])=[CH:3][C:2]=1[CH3:14]. The yield is 0.548.